Dataset: Catalyst prediction with 721,799 reactions and 888 catalyst types from USPTO. Task: Predict which catalyst facilitates the given reaction. (1) Reactant: [Br:1][C:2]1[C:11]2[C:10]([CH3:13])([CH3:12])[CH2:9][CH:8]=[C:7]([CH:14]([CH3:16])[CH3:15])[C:6]=2[CH:5]=[C:4]([C:17](=O)[CH3:18])[C:3]=1[O:20][CH2:21][CH3:22].[CH3:23][CH2:24][O:25][C:26]([CH:28](P(OCC)(OCC)=O)[F:29])=[O:27].C([Li])CCC. Product: [Br:1][C:2]1[C:11]2[C:10]([CH3:13])([CH3:12])[CH2:9][CH:8]=[C:7]([CH:14]([CH3:16])[CH3:15])[C:6]=2[CH:5]=[C:4](/[C:17](/[CH3:18])=[C:28](/[F:29])\[C:26]([O:25][CH2:24][CH3:23])=[O:27])[C:3]=1[O:20][CH2:21][CH3:22]. The catalyst class is: 1. (2) Reactant: [H-].[Na+].[OH:3][C@@H:4]1[CH2:9][CH2:8][CH2:7][C@H:6]([O:10][CH2:11][C:12]2[CH:17]=[CH:16][CH:15]=[CH:14][CH:13]=2)[CH2:5]1.[CH2:18](Br)[CH:19]=[CH2:20]. Product: [CH2:20]([O:3][C@@H:4]1[CH2:9][CH2:8][CH2:7][C@H:6]([O:10][CH2:11][C:12]2[CH:13]=[CH:14][CH:15]=[CH:16][CH:17]=2)[CH2:5]1)[CH:19]=[CH2:18]. The catalyst class is: 3. (3) Reactant: N1CCC[CH2:2]1.CC(=O)CC.[C-]#N.[K+].[CH3:14][C:15]([N:19]1[CH2:23][CH2:22][CH2:21][CH2:20]1)([CH3:18])[C:16]#[N:17]. Product: [CH3:14][C:15]([N:19]1[CH2:23][CH2:22][CH2:21][CH2:20]1)([CH2:18][CH3:2])[C:16]#[N:17]. The catalyst class is: 6. (4) Reactant: Br[C:2]1[CH:11]=[C:10]2[C:5]([CH:6]=[CH:7][N:8]=[CH:9]2)=[CH:4][CH:3]=1.[C:12]([O-])(O)=O.[Na+].C(OC([NH:24][CH2:25][CH2:26][NH2:27])=O)(C)(C)C.N1[CH:33]=[CH:32][CH:31]=[CH:30][CH:29]=1.[SH:34]([O:37]Cl)(=O)=[O:35]. Product: [NH2:27][CH2:26][CH2:25][NH:24][S:34]([C:4]1[C:5]2[CH:6]=[CH:7][N:8]=[CH:9][C:10]=2[CH:11]=[C:2]([C:29]2[CH:12]=[CH:33][CH:32]=[CH:31][CH:30]=2)[CH:3]=1)(=[O:37])=[O:35]. The catalyst class is: 2. (5) Reactant: [C:1]([C:9]1[C:10](=[O:22])[N:11]([CH2:20][CH3:21])[C:12](=[O:19])[N:13]([CH2:17][CH3:18])[C:14]=1[CH2:15]Br)(=O)[C:2]1[CH:7]=[CH:6][CH:5]=[CH:4][CH:3]=1.[C:23]([S:42][CH2:43][CH2:44][NH2:45])([C:36]1[CH:41]=[CH:40][CH:39]=[CH:38][CH:37]=1)([C:30]1[CH:35]=[CH:34][CH:33]=[CH:32][CH:31]=1)[C:24]1[CH:29]=[CH:28][CH:27]=[CH:26][CH:25]=1.C(N(CC)CC)C. Product: [CH2:17]([N:13]1[C:14]2=[CH:15][N:45]([CH2:44][CH2:43][S:42][C:23]([C:30]3[CH:35]=[CH:34][CH:33]=[CH:32][CH:31]=3)([C:24]3[CH:25]=[CH:26][CH:27]=[CH:28][CH:29]=3)[C:36]3[CH:41]=[CH:40][CH:39]=[CH:38][CH:37]=3)[C:1]([C:2]3[CH:7]=[CH:6][CH:5]=[CH:4][CH:3]=3)=[C:9]2[C:10](=[O:22])[N:11]([CH2:20][CH3:21])[C:12]1=[O:19])[CH3:18]. The catalyst class is: 14. (6) Reactant: [C:1]1([C:7]([C:10]2[CH:11]=[N:12][C:13]3[C:18]([C:19]=2[C:20]2[CH:25]=[CH:24][CH:23]=[CH:22][CH:21]=2)=[CH:17][CH:16]=[CH:15][C:14]=3[C:26]([F:29])([F:28])[F:27])([OH:9])[CH3:8])[CH:6]=[CH:5][CH:4]=[CH:3][CH:2]=1.[H-].[Na+].I[CH3:33]. Product: [CH3:33][O:9][C:7]([C:10]1[CH:11]=[N:12][C:13]2[C:18]([C:19]=1[C:20]1[CH:21]=[CH:22][CH:23]=[CH:24][CH:25]=1)=[CH:17][CH:16]=[CH:15][C:14]=2[C:26]([F:29])([F:27])[F:28])([C:1]1[CH:6]=[CH:5][CH:4]=[CH:3][CH:2]=1)[CH3:8]. The catalyst class is: 3.